This data is from Reaction yield outcomes from USPTO patents with 853,638 reactions. The task is: Predict the reaction yield, written as a fraction of the theoretical maximum amount of product (1.0 means a 100% yield; for example, 0.34 means a 34% yield). The reactants are [CH2:1]([OH:5])[CH2:2][CH2:3][OH:4].[N+:6]([C:9]1[CH:16]=[CH:15][CH:14]=[C:13]([N+]([O-])=O)[C:10]=1[C:11]#[N:12])([O-:8])=[O:7]. No catalyst specified. The product is [OH:4][CH2:3][CH2:2][CH2:1][O:5][C:13]1[CH:14]=[CH:15][CH:16]=[C:9]([N+:6]([O-:8])=[O:7])[C:10]=1[C:11]#[N:12]. The yield is 0.610.